This data is from Forward reaction prediction with 1.9M reactions from USPTO patents (1976-2016). The task is: Predict the product of the given reaction. (1) Given the reactants [Br:1][C:2]1[S:3][C:4]([CH3:11])=[C:5]([C:7](OC)=[O:8])[N:6]=1.[Li+].[BH4-].CO, predict the reaction product. The product is: [Br:1][C:2]1[S:3][C:4]([CH3:11])=[C:5]([CH2:7][OH:8])[N:6]=1. (2) Given the reactants [N+:1]([C:4]1[CH:19]=[CH:18][C:7]2[N:8]=[C:9]([CH:11]=[CH:12][N:13]3[CH2:17][CH2:16][CH2:15][CH2:14]3)[O:10][C:6]=2[CH:5]=1)([O-])=O, predict the reaction product. The product is: [N:13]1([CH:12]=[CH:11][C:9]2[O:10][C:6]3[CH:5]=[C:4]([NH2:1])[CH:19]=[CH:18][C:7]=3[N:8]=2)[CH2:17][CH2:16][CH2:15][CH2:14]1. (3) Given the reactants O[Li].O.[Si]([O:11][C@H:12]1[CH2:16][N:15]([C:17]2[CH:22]=[CH:21][N:20]3[N:23]=[CH:24][C:25]([C:26]([O:28]CC)=[O:27])=[C:19]3[CH:18]=2)[C@@H:14]([C:31]2[CH:36]=[C:35]([F:37])[CH:34]=[CH:33][C:32]=2[F:38])[CH2:13]1)(C(C)(C)C)(C)C.C(O)(=O)CC(CC(O)=O)(C(O)=O)O, predict the reaction product. The product is: [F:38][C:32]1[CH:33]=[CH:34][C:35]([F:37])=[CH:36][C:31]=1[C@H:14]1[CH2:13][C@@H:12]([OH:11])[CH2:16][N:15]1[C:17]1[CH:22]=[CH:21][N:20]2[N:23]=[CH:24][C:25]([C:26]([OH:28])=[O:27])=[C:19]2[CH:18]=1. (4) Given the reactants [CH3:1][N:2]1[C:11]2[C:6](=[CH:7][CH:8]=[CH:9][CH:10]=2)[C:5]([C@@H:12]2[CH2:17][CH2:16][N:15]([C:18]([O:20][C:21]([CH3:24])([CH3:23])[CH3:22])=[O:19])[CH2:14][C@H:13]2[C:25]([O:27]CC)=[O:26])=[CH:4][C:3]1=[O:30].[OH-].[Li+], predict the reaction product. The product is: [CH3:24][C:21]([O:20][C:18]([N:15]1[CH2:16][CH2:17][C@@H:12]([C:5]2[C:6]3[C:11](=[CH:10][CH:9]=[CH:8][CH:7]=3)[N:2]([CH3:1])[C:3](=[O:30])[CH:4]=2)[C@H:13]([C:25]([OH:27])=[O:26])[CH2:14]1)=[O:19])([CH3:22])[CH3:23]. (5) Given the reactants C[Si]([N-][Si](C)(C)C)(C)C.[Li+].F[C:12]1[CH:17]=[C:16]([O:18][CH3:19])[CH:15]=[CH:14][C:13]=1[C:20]1[NH:29][C:28](=[O:30])[C:27]2[C:22](=[CH:23][C:24]([O:33][CH3:34])=[CH:25][C:26]=2[O:31][CH3:32])[N:21]=1.[NH2:35][C@H:36]1[CH2:41][CH2:40][C@H:39]([C:42]([OH:45])([CH3:44])[CH3:43])[CH2:38][CH2:37]1, predict the reaction product. The product is: [OH:45][C:42]([C@H:39]1[CH2:40][CH2:41][C@H:36]([NH:35][C:12]2[CH:17]=[C:16]([O:18][CH3:19])[CH:15]=[CH:14][C:13]=2[C:20]2[NH:29][C:28](=[O:30])[C:27]3[C:22](=[CH:23][C:24]([O:33][CH3:34])=[CH:25][C:26]=3[O:31][CH3:32])[N:21]=2)[CH2:37][CH2:38]1)([CH3:44])[CH3:43].